The task is: Predict which catalyst facilitates the given reaction.. This data is from Catalyst prediction with 721,799 reactions and 888 catalyst types from USPTO. (1) Reactant: [CH3:1][C:2]1[O:6][C:5]([C:7]2[CH:12]=[CH:11][CH:10]=[CH:9][CH:8]=2)=[N:4][C:3]=1[CH2:13][CH2:14][CH2:15][C:16]#[C:17][Si](C)(C)C.[OH-].[K+]. Product: [CH3:1][C:2]1[O:6][C:5]([C:7]2[CH:8]=[CH:9][CH:10]=[CH:11][CH:12]=2)=[N:4][C:3]=1[CH2:13][CH2:14][CH2:15][C:16]#[CH:17]. The catalyst class is: 5. (2) Reactant: [Si:1]([N:8]1[C:23](=[O:24])[CH:22]2[C:10](C)([CH:11](O)[CH2:12][C:13]3[NH:14][C:15]4[CH:16]=[CH:17][CH:18]=[CH:19][C:20]=4[C:21]=32)[C:9]1=[O:27])([C:4]([CH3:7])([CH3:6])[CH3:5])([CH3:3])[CH3:2].[O:28]1[CH:33]=CCCC1.[C:34]1(C)C=[CH:38][C:37](S([O-])(=O)=O)=[CH:36][CH:35]=1.[NH+]1[CH:38]=[CH:37][CH:36]=[CH:35][CH:34]=1.[OH2:51]. Product: [Si:1]([N:8]1[C:23](=[O:24])[CH:22]2[CH:10]([CH:11]([CH2:33][O:28][CH:34]3[CH2:35][CH2:36][CH2:37][CH2:38][O:51]3)[CH2:12][C:13]3[NH:14][C:15]4[CH:16]=[CH:17][CH:18]=[CH:19][C:20]=4[C:21]=32)[C:9]1=[O:27])([C:4]([CH3:6])([CH3:7])[CH3:5])([CH3:2])[CH3:3]. The catalyst class is: 4. (3) Reactant: [Br:1][CH2:2][C:3]1[CH:11]=[CH:10][C:6]([C:7]([OH:9])=[O:8])=[CH:5][C:4]=1[N+:12]([O-:14])=[O:13].[CH2:15](O)[C:16]1[CH:21]=[CH:20][CH:19]=[CH:18][CH:17]=1.C1CCC(N=C=NC2CCCCC2)CC1. Product: [Br:1][CH2:2][C:3]1[CH:11]=[CH:10][C:6]([C:7]([O:9][CH2:15][C:16]2[CH:21]=[CH:20][CH:19]=[CH:18][CH:17]=2)=[O:8])=[CH:5][C:4]=1[N+:12]([O-:14])=[O:13]. The catalyst class is: 119.